From a dataset of Full USPTO retrosynthesis dataset with 1.9M reactions from patents (1976-2016). Predict the reactants needed to synthesize the given product. Given the product [NH2:17][C:18]([NH:1][C:2]1[S:3][C:4]([C:11]2[CH:16]=[CH:15][CH:14]=[CH:13][CH:12]=2)=[C:5]([CH3:10])[C:6]=1[C:7]([NH2:9])=[O:8])=[O:19], predict the reactants needed to synthesize it. The reactants are: [NH2:1][C:2]1[S:3][C:4]([C:11]2[CH:16]=[CH:15][CH:14]=[CH:13][CH:12]=2)=[C:5]([CH3:10])[C:6]=1[C:7]([NH2:9])=[O:8].[N-:17]=[C:18]=[O:19].[Na+].